The task is: Predict the product of the given reaction.. This data is from Forward reaction prediction with 1.9M reactions from USPTO patents (1976-2016). (1) Given the reactants [CH2:1]([O:3][C:4]([C:6]1[S:7][C:8]([CH2:14][CH3:15])=[C:9]([C:12]#[N:13])[C:10]=1I)=[O:5])[CH3:2].[Br:16][C:17]1[CH:22]=[CH:21][C:20](B(O)O)=[CH:19][CH:18]=1.C(=O)([O-])[O-].[Na+].[Na+], predict the reaction product. The product is: [CH2:1]([O:3][C:4]([C:6]1[S:7][C:8]([CH2:14][CH3:15])=[C:9]([C:12]#[N:13])[C:10]=1[C:20]1[CH:21]=[CH:22][C:17]([Br:16])=[CH:18][CH:19]=1)=[O:5])[CH3:2]. (2) Given the reactants C([N:8]([CH2:19][CH2:20][C:21]1[CH:26]=[CH:25][C:24]([S:27]([C:30]2[CH:40]=[CH:39][C:33]([C:34]([O:36][CH2:37][CH3:38])=[O:35])=[CH:32][N:31]=2)(=[O:29])=[O:28])=[CH:23][CH:22]=1)[CH2:9][C@@H:10]([C:12]1[CH:17]=[CH:16][CH:15]=[C:14]([Cl:18])[CH:13]=1)[OH:11])C1C=CC=CC=1.Cl, predict the reaction product. The product is: [Cl:18][C:14]1[CH:13]=[C:12]([C@@H:10]([OH:11])[CH2:9][NH:8][CH2:19][CH2:20][C:21]2[CH:26]=[CH:25][C:24]([S:27]([C:30]3[CH:40]=[CH:39][C:33]([C:34]([O:36][CH2:37][CH3:38])=[O:35])=[CH:32][N:31]=3)(=[O:28])=[O:29])=[CH:23][CH:22]=2)[CH:17]=[CH:16][CH:15]=1. (3) Given the reactants [Br:1][C:2]1[CH:3]=[C:4]2[C:8](=[CH:9][CH:10]=1)[NH:7][C:6](=[O:11])[CH2:5]2.[CH2:12]([N:14]([CH2:32][CH3:33])[CH2:15][CH2:16][CH2:17][NH:18][C:19]([C:21]1[NH:22][C:23]([CH:30]=O)=[C:24]2[C:29]=1[CH2:28][CH2:27][CH2:26][CH2:25]2)=[O:20])[CH3:13], predict the reaction product. The product is: [CH2:32]([N:14]([CH2:12][CH3:13])[CH2:15][CH2:16][CH2:17][NH:18][C:19]([C:21]1[NH:22][C:23]([CH:30]=[C:5]2[C:4]3[C:8](=[CH:9][CH:10]=[C:2]([Br:1])[CH:3]=3)[NH:7][C:6]2=[O:11])=[C:24]2[C:29]=1[CH2:28][CH2:27][CH2:26][CH2:25]2)=[O:20])[CH3:33]. (4) Given the reactants C(OC(=O)[NH:7][CH2:8][C@@H:9]([NH:25][C:26]([C:28]1[S:44][C:31]2=[N:32][C:33]3[CH2:34][CH2:35][C@@H:36]([C:40]([CH3:43])([CH3:42])[CH3:41])[CH2:37][C:38]=3[CH:39]=[C:30]2[CH:29]=1)=[O:27])[C:10]1[CH:15]=[CH:14][C:13]([NH:16][C:17]([C:19]2[CH:24]=[N:23][CH:22]=[CH:21][N:20]=2)=[O:18])=[CH:12][CH:11]=1)(C)(C)C, predict the reaction product. The product is: [NH2:7][CH2:8][C@@H:9]([NH:25][C:26]([C:28]1[S:44][C:31]2=[N:32][C:33]3[CH2:34][CH2:35][C@@H:36]([C:40]([CH3:42])([CH3:41])[CH3:43])[CH2:37][C:38]=3[CH:39]=[C:30]2[CH:29]=1)=[O:27])[C:10]1[CH:11]=[CH:12][C:13]([NH:16][C:17]([C:19]2[CH:24]=[N:23][CH:22]=[CH:21][N:20]=2)=[O:18])=[CH:14][CH:15]=1.